This data is from Full USPTO retrosynthesis dataset with 1.9M reactions from patents (1976-2016). The task is: Predict the reactants needed to synthesize the given product. Given the product [C:7]([C:6]1[CH:9]=[C:10]([C:23]2[N:27]=[C:26]([C:28]3[CH:36]=[CH:35][CH:34]=[C:33]4[C:29]=3[CH2:30][CH2:31][C@@H:32]4[NH:37][C:38](=[O:44])[O:39][C:40]([CH3:42])([CH3:41])[CH3:43])[S:25][N:24]=2)[CH:11]=[CH:12][C:5]=1[O:4][CH:1]([CH3:2])[CH3:3])#[N:8], predict the reactants needed to synthesize it. The reactants are: [CH:1]([O:4][C:5]1[CH:12]=[CH:11][C:10](B2OC(C)(C)C(C)(C)O2)=[CH:9][C:6]=1[C:7]#[N:8])([CH3:3])[CH3:2].Br[C:23]1[N:27]=[C:26]([C:28]2[CH:36]=[CH:35][CH:34]=[C:33]3[C:29]=2[CH2:30][CH2:31][C@@H:32]3[NH:37][C:38](=[O:44])[O:39][C:40]([CH3:43])([CH3:42])[CH3:41])[S:25][N:24]=1.N#N.